This data is from Reaction yield outcomes from USPTO patents with 853,638 reactions. The task is: Predict the reaction yield, written as a fraction of the theoretical maximum amount of product (1.0 means a 100% yield; for example, 0.34 means a 34% yield). (1) The reactants are [C:1]1([NH:7][CH2:8][CH:9]([OH:12])[CH2:10][OH:11])[CH:6]=[CH:5][CH:4]=[CH:3][CH:2]=1.[CH2:13]([O:15]C(=O)OCC)C.C[O-].[Na+].CO. The catalyst is ClCCl. The product is [OH:11][CH2:10][CH:9]1[O:12][C:13](=[O:15])[N:7]([C:1]2[CH:6]=[CH:5][CH:4]=[CH:3][CH:2]=2)[CH2:8]1. The yield is 0.580. (2) The catalyst is O1CCCC1. The reactants are [NH2:1][C:2]1[CH:7]=[CH:6][C:5]([N:8]([CH3:13])[S:9]([CH3:12])(=[O:11])=[O:10])=[CH:4][C:3]=1[SH:14].C(N(CC)CC)C.Cl[CH2:23][C:24](=O)[CH2:25][C:26]([O:28][CH2:29][CH3:30])=[O:27]. The yield is 0.560. The product is [CH2:29]([O:28][C:26](=[O:27])[CH2:25][C:24]1[NH:1][C:2]2[CH:7]=[CH:6][C:5]([N:8]([S:9]([CH3:12])(=[O:11])=[O:10])[CH3:13])=[CH:4][C:3]=2[S:14][CH:23]=1)[CH3:30]. (3) The reactants are C([O:8][C:9]1[CH:10]=[C:11]([C:17]2([C:20]([NH:22][C:23]3[CH:28]=[CH:27][CH:26]=[C:25]([C:29]4[CH:34]=[CH:33][C:32]([S:35]([N:38]5[CH2:42][CH2:41][CH2:40][C@@H:39]5[CH2:43][OH:44])(=[O:37])=[O:36])=[CH:31][CH:30]=4)[N:24]=3)=[O:21])[CH2:19][CH2:18]2)[CH:12]=[CH:13][C:14]=1[O:15][CH3:16])C1C=CC=CC=1.[H][H]. The catalyst is C(O)C.[Pd]. The product is [OH:8][C:9]1[CH:10]=[C:11]([C:17]2([C:20]([NH:22][C:23]3[CH:28]=[CH:27][CH:26]=[C:25]([C:29]4[CH:34]=[CH:33][C:32]([S:35]([N:38]5[CH2:42][CH2:41][CH2:40][C@@H:39]5[CH2:43][OH:44])(=[O:37])=[O:36])=[CH:31][CH:30]=4)[N:24]=3)=[O:21])[CH2:18][CH2:19]2)[CH:12]=[CH:13][C:14]=1[O:15][CH3:16]. The yield is 0.340. (4) The reactants are Br[C:2]1[CH:3]=[C:4]([CH:8]2[C:17]([CH3:19])([CH3:18])[CH2:16][C:15]3[C:10](=[CH:11][CH:12]=[C:13]([C:20]([OH:22])=[O:21])[CH:14]=3)[NH:9]2)[CH:5]=[CH:6][CH:7]=1.[F:23][CH:24]1[CH2:27][NH:26][CH2:25]1.Cl.CN(C)CC(O)=O.C(=O)([O-])[O-].[K+].[K+]. The catalyst is CS(C)=O.[Cu]I. The product is [F:23][CH:24]1[CH2:27][N:26]([C:2]2[CH:3]=[C:4]([CH:8]3[C:17]([CH3:19])([CH3:18])[CH2:16][C:15]4[C:10](=[CH:11][CH:12]=[C:13]([C:20]([OH:22])=[O:21])[CH:14]=4)[NH:9]3)[CH:5]=[CH:6][CH:7]=2)[CH2:25]1. The yield is 0.800. (5) The reactants are Cl[C:2]1[N:7]=[C:6]([NH2:8])[CH:5]=[CH:4][C:3]=1[CH3:9].[CH3:10][NH:11][CH3:12]. No catalyst specified. The product is [CH3:10][N:11]([CH3:12])[C:2]1[C:3]([CH3:9])=[CH:4][CH:5]=[C:6]([NH2:8])[N:7]=1. The yield is 0.480.